This data is from Reaction yield outcomes from USPTO patents with 853,638 reactions. The task is: Predict the reaction yield, written as a fraction of the theoretical maximum amount of product (1.0 means a 100% yield; for example, 0.34 means a 34% yield). (1) The reactants are [F:1]C(F)(F)C1C=CC(O)=CC=1.[C:12]1([CH:18]([OH:32])[CH2:19][N:20]2[CH2:25][CH2:24][NH:23][CH2:22][CH:21]2C2C=CC=CC=2)[CH:17]=[CH:16][CH:15]=[CH:14][CH:13]=1.[C:46]1(P([C:46]2[CH:51]=[CH:50][CH:49]=[CH:48][CH:47]=2)[C:46]2[CH:51]=[CH:50][CH:49]=[CH:48][CH:47]=2)[CH:51]=[CH:50][CH:49]=[CH:48][CH:47]=1.N(C(O[CH:63]([CH3:65])[CH3:64])=O)=NC(OC(C)C)=O.[CH3:66][CH:67](OC(/N=N/C(OC(C)C)=O)=O)[CH3:68]. The catalyst is C1COCC1. The product is [F:1][C:46]1[CH:47]=[CH:48][C:49]([O:32][CH:18]([C:12]2[CH:13]=[CH:14][CH:15]=[CH:16][CH:17]=2)[CH2:19][N:20]2[CH2:21][CH2:22][N:23]([C:64]3[CH:63]=[CH:65][CH:68]=[CH:67][CH:66]=3)[CH2:24][CH2:25]2)=[CH:50][CH:51]=1. The yield is 0.360. (2) The reactants are [CH2:1]([NH:8][C:9](=[O:17])[C:10]1[CH:15]=[CH:14][N:13]=[C:12](Cl)[CH:11]=1)[C:2]1[CH:7]=[CH:6][CH:5]=[CH:4][CH:3]=1.[C:18]1([CH:24]2[CH2:29][CH2:28][NH:27][C:26](=[O:30])[CH2:25]2)[CH:23]=[CH:22][CH:21]=[CH:20][CH:19]=1.C(=O)([O-])[O-].[Cs+].[Cs+]. The catalyst is CN(C)C=O.C(OCC)(=O)C.C1C=CC(/C=C/C(/C=C/C2C=CC=CC=2)=O)=CC=1.C1C=CC(/C=C/C(/C=C/C2C=CC=CC=2)=O)=CC=1.C1C=CC(/C=C/C(/C=C/C2C=CC=CC=2)=O)=CC=1.[Pd].[Pd].CC1(C)C2C=CC=C(P(C3C=CC=CC=3)C3C=CC=CC=3)C=2OC2C1=CC=CC=2P(C1C=CC=CC=1)C1C=CC=CC=1. The product is [CH2:1]([NH:8][C:9]([C:10]1[CH:15]=[CH:14][N:13]=[C:12]([N:27]2[CH2:28][CH2:29][CH:24]([C:18]3[CH:19]=[CH:20][CH:21]=[CH:22][CH:23]=3)[CH2:25][C:26]2=[O:30])[CH:11]=1)=[O:17])[C:2]1[CH:7]=[CH:6][CH:5]=[CH:4][CH:3]=1. The yield is 0.770.